Dataset: Reaction yield outcomes from USPTO patents with 853,638 reactions. Task: Predict the reaction yield, written as a fraction of the theoretical maximum amount of product (1.0 means a 100% yield; for example, 0.34 means a 34% yield). (1) The reactants are [CH3:1][S:2](Cl)(=[O:4])=[O:3].[N+:6]([C:9]1[CH:10]=[C:11]2[C:15](=[CH:16][CH:17]=1)[NH:14][N:13]=[CH:12]2)([O-:8])=[O:7].C(N(CC)CC)C.C(=O)([O-])O.[Na+]. The catalyst is ClCCl. The product is [CH3:1][S:2]([N:14]1[C:15]2[C:11](=[CH:10][C:9]([N+:6]([O-:8])=[O:7])=[CH:17][CH:16]=2)[CH:12]=[N:13]1)(=[O:4])=[O:3]. The yield is 0.800. (2) The reactants are [NH2:1][C:2]1[CH:7]=[CH:6][CH:5]=[CH:4][C:3]=1[NH:8][C:9]1[C:10]([CH3:19])=[C:11]([CH:16]=[CH:17][CH:18]=1)[C:12]([O:14][CH3:15])=[O:13].[CH2:20]([O:22][C:23](OCC)(OCC)OCC)[CH3:21]. The catalyst is C(O)(=O)C. The product is [CH2:20]([O:22][C:23]1[N:8]([C:9]2[C:10]([CH3:19])=[C:11]([CH:16]=[CH:17][CH:18]=2)[C:12]([O:14][CH3:15])=[O:13])[C:3]2[CH:4]=[CH:5][CH:6]=[CH:7][C:2]=2[N:1]=1)[CH3:21]. The yield is 0.740. (3) The reactants are [CH:1]1([C:7]2(O)[C:11]3[C:12]([CH3:26])=[C:13]([NH:18][C:19](=[O:25])[CH2:20][C:21]([CH3:24])([CH3:23])[CH3:22])[C:14]([CH3:17])=[C:15]([CH3:16])[C:10]=3[O:9][C:8]2([CH3:28])[CH3:27])[CH2:6][CH2:5][CH2:4][CH2:3][CH2:2]1. The catalyst is C(OCC)(=O)C.CCCCCC. The product is [CH:1]1([CH:7]2[C:11]3[C:12]([CH3:26])=[C:13]([NH:18][C:19](=[O:25])[CH2:20][C:21]([CH3:22])([CH3:23])[CH3:24])[C:14]([CH3:17])=[C:15]([CH3:16])[C:10]=3[O:9][C:8]2([CH3:28])[CH3:27])[CH2:2][CH2:3][CH2:4][CH2:5][CH2:6]1. The yield is 0.480. (4) The reactants are Br[C:2]1[CH:3]=[C:4]([N:8]2[C:16]3[CH:15]=[C:14]([O:17][CH2:18][CH3:19])[N:13]=[CH:12][C:11]=3[C:10]([C:20]([NH2:22])=[O:21])=[N:9]2)[CH:5]=[CH:6][CH:7]=1.[C:23]([C@:25]1([OH:32])[CH2:29][CH2:28][N:27]([CH3:30])[C:26]1=[O:31])#[CH:24]. No catalyst specified. The product is [CH2:18]([O:17][C:14]1[N:13]=[CH:12][C:11]2[C:10]([C:20]([NH2:22])=[O:21])=[N:9][N:8]([C:4]3[CH:5]=[CH:6][CH:7]=[C:2]([C:24]#[C:23][C@:25]4([OH:32])[CH2:29][CH2:28][N:27]([CH3:30])[C:26]4=[O:31])[CH:3]=3)[C:16]=2[CH:15]=1)[CH3:19]. The yield is 0.260. (5) The reactants are [CH2:1]([O:3][C:4](=[O:13])[C:5]1[CH:10]=[CH:9][C:8]([NH:11][NH2:12])=[CH:7][CH:6]=1)[CH3:2].[F:14][C:15]([F:22])([F:21])[C:16](=O)[CH2:17][C:18]#[N:19]. No catalyst specified. The product is [NH2:19][C:18]1[N:11]([C:8]2[CH:9]=[CH:10][C:5]([C:4]([O:3][CH2:1][CH3:2])=[O:13])=[CH:6][CH:7]=2)[N:12]=[C:16]([C:15]([F:22])([F:21])[F:14])[CH:17]=1. The yield is 0.910. (6) The reactants are [CH:1]12[CH2:10][CH:5]3[CH2:6][CH:7]([CH2:9][CH:3]([CH2:4]3)[C:2]1=[O:11])[CH2:8]2.C([O-])([O-])=[O:13].C([O-])([O-])=O.OO.OO.OO.[Na+].[Na+].[Na+].[Na+].C([O-])(O[O-])=O.[Na+].[Na+].O. The catalyst is C(O)(C(F)(F)F)=O. The product is [CH2:6]1[C@@H:5]2[CH2:10][CH:1]3[O:13][C:2](=[O:11])[CH:3]([CH2:4]2)[CH2:9][C@@H:7]1[CH2:8]3. The yield is 0.970. (7) The reactants are C(N(CC)CC)C.[C:8]([O:12][C:13]([N-:15][S:16](N1C=CC(=[N+](C)C)C=C1)(=[O:18])=[O:17])=[O:14])([CH3:11])([CH3:10])[CH3:9].[NH2:28][C:29]1[CH:30]=[C:31]([CH:53]=[CH:54][CH:55]=1)[CH2:32][C:33]1[C:34](=[O:52])[O:35][C:36]2[CH:44]=[C:43]([O:45][C:46](=[O:50])[N:47]([CH3:49])[CH3:48])[C:42]([Cl:51])=[CH:41][C:37]=2[C:38]=1[CH2:39][F:40].O. The catalyst is ClCCl. The product is [C:8]([O:12][C:13]([NH:15][S:16]([NH:28][C:29]1[CH:30]=[C:31]([CH:53]=[CH:54][CH:55]=1)[CH2:32][C:33]1[C:34](=[O:52])[O:35][C:36]2[CH:44]=[C:43]([O:45][C:46](=[O:50])[N:47]([CH3:49])[CH3:48])[C:42]([Cl:51])=[CH:41][C:37]=2[C:38]=1[CH2:39][F:40])(=[O:18])=[O:17])=[O:14])([CH3:11])([CH3:9])[CH3:10]. The yield is 0.630.